This data is from Experimentally validated miRNA-target interactions with 360,000+ pairs, plus equal number of negative samples. The task is: Binary Classification. Given a miRNA mature sequence and a target amino acid sequence, predict their likelihood of interaction. (1) The miRNA is mmu-miR-669d-5p with sequence ACUUGUGUGUGCAUGUAUAUGU. The protein sequence of the target gene is MATSGRLGFTVRSLLNLPEQDAKPRVRREQQTCVPQTAAWLESECSHYLSSDESGLETSPADSSQLASLRRESPGSDPEKRRKRRVLFSKAQTLELERRFRQQRYLSAPEREQLARLLRLTPTQVKIWFQNHRYKLKRGRAPGITEPSDMAASSDLHAAPGLLRRVVVPVLVHDRPPSNNGRGEGTSAVPQDKCSARLATACPVPGYTAFGPGSALGLFPAYQHLAPPALVSWNW. Result: 1 (interaction). (2) The miRNA is hsa-miR-8087 with sequence GAAGACUUCUUGGAUUACAGGGG. The protein sequence of the target gene is MAAAAAGTATSQRFFQSFSDALIDEDPQAALEELTKALEQKPDDAQYYCQRAYCHILLGNYCVAVADAKKSLELNPNNSTAMLRKGICEYHEKNYAAALETFTEGQKLDIETGFHRVGQAGLQLLTSSDPPALDSQSAGITGADANFSVWIKRCQEAQNGSESEVWTHQSKIKYDWYQTESQVVITLMIKNVQKNDVNVEFSEKELSALVKLPSGEDYNLKLELLHPIIPEQSTFKVLSTKIEIKLKKPEAVRWEKLEGQGDVPTPKQFVADVKNLYPSSSPYTRNWDKLVGEIKEEEKN.... Result: 1 (interaction).